This data is from Catalyst prediction with 721,799 reactions and 888 catalyst types from USPTO. The task is: Predict which catalyst facilitates the given reaction. (1) Reactant: [N+:1]([C:4]1[CH:9]=[CH:8][C:7]([C:10]2[N:11]=[C:12]3[C:18]4[CH:19]=[CH:20][CH:21]=[CH:22][C:17]=4[NH:16][C:15]4[N:23]=[CH:24][CH:25]=[CH:26][C:14]=4[N:13]3[C:27]=2[C:28]2[CH:33]=[CH:32][C:31]([C:34]3([NH:38][C:39](=[O:45])[O:40][C:41]([CH3:44])([CH3:43])[CH3:42])[CH2:37][CH2:36][CH2:35]3)=[CH:30][CH:29]=2)=[CH:6][CH:5]=1)([O-])=O. Product: [NH2:1][C:4]1[CH:5]=[CH:6][C:7]([C:10]2[N:11]=[C:12]3[C:18]4[CH:19]=[CH:20][CH:21]=[CH:22][C:17]=4[NH:16][C:15]4[N:23]=[CH:24][CH:25]=[CH:26][C:14]=4[N:13]3[C:27]=2[C:28]2[CH:33]=[CH:32][C:31]([C:34]3([NH:38][C:39](=[O:45])[O:40][C:41]([CH3:43])([CH3:42])[CH3:44])[CH2:35][CH2:36][CH2:37]3)=[CH:30][CH:29]=2)=[CH:8][CH:9]=1. The catalyst class is: 19. (2) Reactant: [C:1]([OH:7])([C:3]([F:6])([F:5])[F:4])=[O:2].[CH3:8][O:9][C:10](=[O:29])[C@H:11]([CH:26]([CH3:28])[CH3:27])[NH:12][C:13](=[O:25])[C:14]([CH3:24])([CH3:23])[NH:15]C(OC(C)(C)C)=O. Product: [F:4][C:3]([F:6])([F:5])[C:1]([OH:7])=[O:2].[CH3:8][O:9][C:10](=[O:29])[C@H:11]([CH:26]([CH3:27])[CH3:28])[NH:12][C:13](=[O:25])[C:14]([CH3:24])([CH3:23])[NH2:15]. The catalyst class is: 2.